Task: Predict which catalyst facilitates the given reaction.. Dataset: Catalyst prediction with 721,799 reactions and 888 catalyst types from USPTO Reactant: [CH2:1]([C:3]1[CH:16]=[CH:15][C:14]2[C:13](=[O:17])[C:12]3[C:7](=[CH:8][CH:9]=[CH:10][CH:11]=3)[C:6](=[O:18])[C:5]=2[CH:4]=1)[CH3:2].C1C(=O)N([Br:26])C(=O)C1. Product: [Br:26][CH:1]([C:3]1[CH:16]=[CH:15][C:14]2[C:13](=[O:17])[C:12]3[C:7](=[CH:8][CH:9]=[CH:10][CH:11]=3)[C:6](=[O:18])[C:5]=2[CH:4]=1)[CH3:2]. The catalyst class is: 340.